Dataset: Reaction yield outcomes from USPTO patents with 853,638 reactions. Task: Predict the reaction yield, written as a fraction of the theoretical maximum amount of product (1.0 means a 100% yield; for example, 0.34 means a 34% yield). (1) The reactants are [F:1][C:2]1[CH:3]=[C:4]([OH:9])[CH:5]=[CH:6][C:7]=1[F:8].CC([O-])(C)C.[K+].[C:16]([O:20][C:21]([N:23]1[CH2:27][CH2:26][CH:25]([NH:28][C:29](=[O:32])[CH2:30]Cl)[CH2:24]1)=[O:22])([CH3:19])([CH3:18])[CH3:17].O. The catalyst is C1COCC1. The product is [C:16]([O:20][C:21]([N:23]1[CH2:27][CH2:26][CH:25]([NH:28][C:29](=[O:32])[CH2:30][O:9][C:4]2[CH:5]=[CH:6][C:7]([F:8])=[C:2]([F:1])[CH:3]=2)[CH2:24]1)=[O:22])([CH3:19])([CH3:17])[CH3:18]. The yield is 0.600. (2) The reactants are Br.[NH:2]1[CH2:7][CH2:6][CH:5]([NH:8][C:9]2[S:10][CH:11]=[C:12]([C:14]3[CH:22]=[CH:21][C:17]([C:18]([OH:20])=[O:19])=[CH:16][CH:15]=3)[N:13]=2)[CH2:4][CH2:3]1.[OH-].[Na+].[C:25](O[C:25]([O:27][C:28]([CH3:31])([CH3:30])[CH3:29])=[O:26])([O:27][C:28]([CH3:31])([CH3:30])[CH3:29])=[O:26]. The catalyst is C1COCC1.O. The product is [C:28]([O:27][C:25]([N:2]1[CH2:7][CH2:6][CH:5]([NH:8][C:9]2[S:10][CH:11]=[C:12]([C:14]3[CH:22]=[CH:21][C:17]([C:18]([OH:20])=[O:19])=[CH:16][CH:15]=3)[N:13]=2)[CH2:4][CH2:3]1)=[O:26])([CH3:31])([CH3:30])[CH3:29]. The yield is 1.00.